Task: Predict the reactants needed to synthesize the given product.. Dataset: Full USPTO retrosynthesis dataset with 1.9M reactions from patents (1976-2016) (1) Given the product [C:48]([O:51][C:52]([N:16]1[CH2:15][C@H:14]([NH:13][S:12]([C:9]2[CH:8]=[CH:7][C:6]([CH2:5][CH2:4][C:3]([O:2][CH3:1])=[O:46])=[CH:11][CH:10]=2)(=[O:45])=[O:44])[CH2:19][C@H:18]([C:20](=[O:43])[NH:21][CH2:22][C:23]2([CH2:37][CH2:38][CH2:39][CH2:40][O:41][CH3:42])[C:24]3[CH:25]=[CH:26][CH:27]=[CH:28][C:29]=3[O:30][C:31]3[C:36]2=[CH:35][CH:34]=[CH:33][CH:32]=3)[CH2:17]1)=[O:53])([CH3:50])([CH3:49])[CH3:47], predict the reactants needed to synthesize it. The reactants are: [CH3:1][O:2][C:3](=[O:46])[CH2:4][CH2:5][C:6]1[CH:11]=[CH:10][C:9]([S:12](=[O:45])(=[O:44])[NH:13][C@@H:14]2[CH2:19][C@H:18]([C:20](=[O:43])[NH:21][CH2:22][C:23]3([CH2:37][CH2:38][CH2:39][CH2:40][O:41][CH3:42])[C:36]4[CH:35]=[CH:34][CH:33]=[CH:32][C:31]=4[O:30][C:29]4[C:24]3=[CH:25][CH:26]=[CH:27][CH:28]=4)[CH2:17][NH:16][CH2:15]2)=[CH:8][CH:7]=1.[CH3:47][C:48]([O:51][C:52](O[C:52]([O:51][C:48]([CH3:50])([CH3:49])[CH3:47])=[O:53])=[O:53])([CH3:50])[CH3:49].CCN(CC)CC. (2) Given the product [CH2:1]([C:3]1[C:8](=[O:9])[NH:7][C:6]([CH3:10])=[C:5]([C:11]2[S:15][C:14]([S:16]([NH:20][CH2:21][CH2:22][N:23]3[CH2:27][CH2:26][CH2:25][CH:24]3[C:28]([OH:30])=[O:29])(=[O:18])=[O:17])=[CH:13][CH:12]=2)[CH:4]=1)[CH3:2], predict the reactants needed to synthesize it. The reactants are: [CH2:1]([C:3]1[C:8](=[O:9])[NH:7][C:6]([CH3:10])=[C:5]([C:11]2[S:15][C:14]([S:16](Cl)(=[O:18])=[O:17])=[CH:13][CH:12]=2)[CH:4]=1)[CH3:2].[NH2:20][CH2:21][CH2:22][N:23]1[CH2:27][CH2:26][CH2:25][CH:24]1[C:28]([OH:30])=[O:29]. (3) Given the product [NH2:1][C:2]1[C:3]([C:9]#[N:10])=[N:4][C:5]([C:15]2[CH:16]=[CH:17][C:12]([Cl:11])=[CH:13][C:14]=2[F:21])=[CH:6][N:7]=1, predict the reactants needed to synthesize it. The reactants are: [NH2:1][C:2]1[C:3]([C:9]#[N:10])=[N:4][C:5](Br)=[CH:6][N:7]=1.[Cl:11][C:12]1[CH:17]=[CH:16][C:15](B(O)O)=[C:14]([F:21])[CH:13]=1.C([O-])([O-])=O.[Na+].[Na+].C(Cl)Cl. (4) Given the product [C:57]([O:61][C:62]([N:64]1[CH2:65][CH2:66][N:67]([CH2:70][CH2:71][NH:72][C:31](=[O:32])[CH2:30][C:26]2[C:25]([CH3:34])=[C:24](/[CH:23]=[C:16]3\[C:17](=[O:22])[NH:18][C:19]4[C:15]\3=[CH:14][C:13]([S:10]([CH2:9][C:3]3[C:2]([Cl:1])=[CH:7][CH:6]=[CH:5][C:4]=3[Cl:8])(=[O:12])=[O:11])=[CH:21][CH:20]=4)[NH:28][C:27]=2[CH3:29])[CH2:68][CH2:69]1)=[O:63])([CH3:60])([CH3:59])[CH3:58], predict the reactants needed to synthesize it. The reactants are: [Cl:1][C:2]1[CH:7]=[CH:6][CH:5]=[C:4]([Cl:8])[C:3]=1[CH2:9][S:10]([C:13]1[CH:14]=[C:15]2[C:19](=[CH:20][CH:21]=1)[NH:18][C:17](=[O:22])/[C:16]/2=[CH:23]\[C:24]1[NH:28][C:27]([CH3:29])=[C:26]([CH2:30][C:31](O)=[O:32])[C:25]=1[CH3:34])(=[O:12])=[O:11].C1C=CC2N(O)N=NC=2C=1.CCN=C=NCCCN(C)C.Cl.[C:57]([O:61][C:62]([N:64]1[CH2:69][CH2:68][N:67]([CH2:70][CH2:71][NH2:72])[CH2:66][CH2:65]1)=[O:63])([CH3:60])([CH3:59])[CH3:58]. (5) Given the product [NH2:11][C@@H:12]([C:15]1[CH:27]=[CH:26][C:18]([C:19]([O:21][C:22]([CH3:24])([CH3:25])[CH3:23])=[O:20])=[C:17]([N+:28]([O-:30])=[O:29])[CH:16]=1)[CH2:13][CH3:14], predict the reactants needed to synthesize it. The reactants are: C(O)(=O)[C@H]([C@@H](C(O)=O)O)O.[NH2:11][C@@H:12]([C:15]1[CH:27]=[CH:26][C:18]([C:19]([O:21][C:22]([CH3:25])([CH3:24])[CH3:23])=[O:20])=[C:17]([N+:28]([O-:30])=[O:29])[CH:16]=1)[CH2:13][CH3:14].O.[OH-].[Na+]. (6) Given the product [Cl:1][C:2]1[CH:10]=[C:9]([F:11])[CH:8]=[CH:7][C:3]=1[C:4]([NH:18][CH2:17][CH:16]([C:19]1[CH:20]=[N:21][C:22]([C:25]([F:28])([F:26])[F:27])=[CH:23][CH:24]=1)[CH2:15][CH:12]1[CH2:13][CH2:14]1)=[O:6], predict the reactants needed to synthesize it. The reactants are: [Cl:1][C:2]1[CH:10]=[C:9]([F:11])[CH:8]=[CH:7][C:3]=1[C:4]([OH:6])=O.[CH:12]1([CH2:15][CH:16]([C:19]2[CH:20]=[N:21][C:22]([C:25]([F:28])([F:27])[F:26])=[CH:23][CH:24]=2)[CH2:17][NH2:18])[CH2:14][CH2:13]1. (7) Given the product [Cl:1][C:2]1[CH:7]=[CH:6][C:5]([NH2:8])=[CH:4][C:3]=1[C:11]1[N:15]([CH3:16])[C:14]2[CH:17]=[CH:18][C:19]([CH3:21])=[CH:20][C:13]=2[N:12]=1, predict the reactants needed to synthesize it. The reactants are: [Cl:1][C:2]1[CH:7]=[CH:6][C:5]([N+:8]([O-])=O)=[CH:4][C:3]=1[C:11]1[N:15]([CH3:16])[C:14]2[CH:17]=[CH:18][C:19]([CH3:21])=[CH:20][C:13]=2[N:12]=1.Cl. (8) Given the product [O:12]1[CH:16]=[CH:15][C:14]([C:17]2[C:18]([O:34][CH3:35])=[C:19]([C:23]([CH2:26][S:27][C:28]3[CH:29]=[CH:30][CH:31]=[CH:32][CH:33]=3)=[CH:24][CH:25]=2)[C:20]([O:22][C:14]([CH3:17])([CH3:15])[CH3:13])=[O:21])=[CH:13]1, predict the reactants needed to synthesize it. The reactants are: S(=O)(=O)(O)O.S([O-])([O-])(=O)=O.[Mg+2].[O:12]1[CH:16]=[CH:15][C:14]([C:17]2[C:18]([O:34][CH3:35])=[C:19]([C:23]([CH2:26][S:27][C:28]3[CH:33]=[CH:32][CH:31]=[CH:30][CH:29]=3)=[CH:24][CH:25]=2)[C:20]([OH:22])=[O:21])=[CH:13]1.C(=O)([O-])O.[Na+]. (9) Given the product [C:26]([O:25][C:23]([NH:1][C:2]1[S:6][C:5]([C:7]([O:9][CH3:10])=[O:8])=[C:4]([CH3:11])[C:3]=1[C:12]#[N:13])=[O:24])([CH3:29])([CH3:28])[CH3:27], predict the reactants needed to synthesize it. The reactants are: [NH2:1][C:2]1[S:6][C:5]([C:7]([O:9][CH3:10])=[O:8])=[C:4]([CH3:11])[C:3]=1[C:12]#[N:13].C(N(CC)C(C)C)(C)C.[C:23](O[C:23]([O:25][C:26]([CH3:29])([CH3:28])[CH3:27])=[O:24])([O:25][C:26]([CH3:29])([CH3:28])[CH3:27])=[O:24].